From a dataset of Forward reaction prediction with 1.9M reactions from USPTO patents (1976-2016). Predict the product of the given reaction. Given the reactants Cl.[CH2:2]([NH2:4])[CH3:3].CCN(C(C)C)C(C)C.[CH3:14][C:15]([C:19]1[N:23]([CH2:24][CH:25]2[CH2:30][CH2:29][O:28][CH2:27][CH2:26]2)[C:22]2[CH:31]=[CH:32][C:33]([S:35]([N:38]3[CH:42]=[C:41]([C:43]([OH:45])=O)[CH:40]=[N:39]3)(=[O:37])=[O:36])=[CH:34][C:21]=2[N:20]=1)([CH3:18])[CH2:16][CH3:17].CN(C(ON1N=NC2C=CC=NC1=2)=[N+](C)C)C.F[P-](F)(F)(F)(F)F, predict the reaction product. The product is: [CH3:14][C:15]([C:19]1[N:23]([CH2:24][CH:25]2[CH2:30][CH2:29][O:28][CH2:27][CH2:26]2)[C:22]2[CH:31]=[CH:32][C:33]([S:35]([N:38]3[CH:42]=[C:41]([C:43]([NH:4][CH2:2][CH3:3])=[O:45])[CH:40]=[N:39]3)(=[O:37])=[O:36])=[CH:34][C:21]=2[N:20]=1)([CH3:18])[CH2:16][CH3:17].